This data is from Peptide-MHC class II binding affinity with 134,281 pairs from IEDB. The task is: Regression. Given a peptide amino acid sequence and an MHC pseudo amino acid sequence, predict their binding affinity value. This is MHC class II binding data. (1) The peptide sequence is KKITKVIMGAVLIWVGI. The MHC is DRB1_0404 with pseudo-sequence DRB1_0404. The binding affinity (normalized) is 0.438. (2) The peptide sequence is EEQEQWKTANEAVQD. The MHC is DRB1_0801 with pseudo-sequence DRB1_0801. The binding affinity (normalized) is 0. (3) The peptide sequence is DNEAYEMPSEEGYQD. The MHC is HLA-DPA10103-DPB10301 with pseudo-sequence HLA-DPA10103-DPB10301. The binding affinity (normalized) is 0. (4) The peptide sequence is SQTTANPSCPEAT. The binding affinity (normalized) is 0.0348. The MHC is DRB1_1101 with pseudo-sequence DRB1_1101.